From a dataset of Full USPTO retrosynthesis dataset with 1.9M reactions from patents (1976-2016). Predict the reactants needed to synthesize the given product. (1) Given the product [CH3:35][N:36]([CH3:37])[CH2:2][C:3]([NH:5][C:6]1[CH:7]=[N:8][C:9]([O:12][C:13]2[CH:14]=[C:15]3[C:20](=[CH:21][CH:22]=2)[O:19][CH:18]([C:23]2[CH:28]=[CH:27][CH:26]=[CH:25][CH:24]=2)[CH2:17][CH2:16]3)=[CH:10][CH:11]=1)=[O:4], predict the reactants needed to synthesize it. The reactants are: Cl[CH2:2][C:3]([NH:5][C:6]1[CH:7]=[N:8][C:9]([O:12][C:13]2[CH:14]=[C:15]3[C:20](=[CH:21][CH:22]=2)[O:19][CH:18]([C:23]2[CH:28]=[CH:27][CH:26]=[CH:25][CH:24]=2)[CH2:17][CH2:16]3)=[CH:10][CH:11]=1)=[O:4].C(=O)([O-])[O-].[K+].[K+].[CH3:35][NH:36][CH3:37].O. (2) Given the product [Cl:1][C:2]1[N:3]=[C:4]([N:12]2[CH2:17][CH2:16][O:15][CH2:14][CH2:13]2)[C:5]2[N:10]=[C:9]([C:26]3[CH:25]=[CH:24][CH:23]=[C:22]([S:19]([CH3:18])(=[O:21])=[O:20])[CH:27]=3)[S:8][C:6]=2[N:7]=1, predict the reactants needed to synthesize it. The reactants are: [Cl:1][C:2]1[N:3]=[C:4]([N:12]2[CH2:17][CH2:16][O:15][CH2:14][CH2:13]2)[C:5]2[N:10]=[C:9](I)[S:8][C:6]=2[N:7]=1.[CH3:18][S:19]([C:22]1[CH:23]=[C:24](B(O)O)[CH:25]=[CH:26][CH:27]=1)(=[O:21])=[O:20].